This data is from Catalyst prediction with 721,799 reactions and 888 catalyst types from USPTO. The task is: Predict which catalyst facilitates the given reaction. (1) Reactant: [CH2:1]([C:14]1[C:15]2[S:24][C:23](CC)=[C:22]([Br:27])[C:16]=2[S:17][C:18]=1[C:19]([O-:21])=[O:20])[CH2:2][CH2:3][CH2:4][CH2:5][CH2:6][CH2:7][CH2:8][CH2:9][CH2:10][CH2:11][CH2:12][CH3:13].C1COCC1.[Li+].[OH-].Cl. Product: [CH2:1]([C:14]1[C:15]2[S:24][CH:23]=[C:22]([Br:27])[C:16]=2[S:17][C:18]=1[C:19]([OH:21])=[O:20])[CH2:2][CH2:3][CH2:4][CH2:5][CH2:6][CH2:7][CH2:8][CH2:9][CH2:10][CH2:11][CH2:12][CH3:13]. The catalyst class is: 72. (2) The catalyst class is: 358. Product: [Cl:1][C:2]1[C:7]2[CH2:8][CH2:9][O:10][C:6]=2[C:5]([C@H:11]2[C@H:16]([OH:17])[C@@H:15]([OH:25])[C@H:14]([OH:33])[C@@H:13]([CH2:41][OH:42])[O:12]2)=[CH:4][C:3]=1[CH2:50][C:51]1[CH:52]=[CH:53][C:54]([CH2:57][CH3:58])=[CH:55][CH:56]=1. Reactant: [Cl:1][C:2]1[C:7]2[CH2:8][CH2:9][O:10][C:6]=2[C:5]([CH:11]2[C@H:16]([O:17]CC3C=CC=CC=3)[C@@H:15]([O:25]CC3C=CC=CC=3)[C@H:14]([O:33]CC3C=CC=CC=3)[C@@H:13]([CH2:41][O:42]CC3C=CC=CC=3)[O:12]2)=[CH:4][C:3]=1[CH2:50][C:51]1[CH:56]=[CH:55][C:54]([CH2:57][CH3:58])=[CH:53][CH:52]=1.